From a dataset of Reaction yield outcomes from USPTO patents with 853,638 reactions. Predict the reaction yield, written as a fraction of the theoretical maximum amount of product (1.0 means a 100% yield; for example, 0.34 means a 34% yield). The reactants are [CH2:1]([C@H:8]([NH:39]C(=O)OC(C)(C)C)[C@@H:9]([OH:38])[CH2:10][N:11]([CH2:25][C:26]1[CH:31]=[CH:30][C:29]([C:32]2[CH:37]=[CH:36][CH:35]=[CH:34][N:33]=2)=[CH:28][CH:27]=1)[NH:12][C:13](=[O:24])[C@@H:14]([NH:19][C:20]([O:22][CH3:23])=[O:21])[C@@H:15]([CH3:18])[CH2:16][CH3:17])[C:2]1[CH:7]=[CH:6][CH:5]=[CH:4][CH:3]=1.Cl. The catalyst is C1COCC1. The product is [NH2:39][C@@H:8]([CH2:1][C:2]1[CH:3]=[CH:4][CH:5]=[CH:6][CH:7]=1)[C@@H:9]([OH:38])[CH2:10][N:11]([CH2:25][C:26]1[CH:27]=[CH:28][C:29]([C:32]2[CH:37]=[CH:36][CH:35]=[CH:34][N:33]=2)=[CH:30][CH:31]=1)[NH:12][C:13]([C@@H:14]([NH:19][C:20](=[O:21])[O:22][CH3:23])[C@@H:15]([CH3:18])[CH2:16][CH3:17])=[O:24]. The yield is 0.890.